This data is from Forward reaction prediction with 1.9M reactions from USPTO patents (1976-2016). The task is: Predict the product of the given reaction. (1) Given the reactants [CH3:1][N:2]1[CH:6]=[C:5]([C:7]2[N:12]=[C:11]3[N:13]([CH2:16][C@H:17]4[O:22][CH2:21][CH2:20][N:19]([C:23]5[N:28]=[CH:27][C:26]([C:29]6[CH:30]=[N:31][N:32]([CH2:34][CH2:35][O:36]C7CCCCO7)[CH:33]=6)=[CH:25][N:24]=5)[CH2:18]4)[N:14]=[N:15][C:10]3=[N:9][CH:8]=2)[CH:4]=[N:3]1.[ClH:43], predict the reaction product. The product is: [ClH:43].[CH3:1][N:2]1[CH:6]=[C:5]([C:7]2[N:12]=[C:11]3[N:13]([CH2:16][C@@H:17]4[CH2:18][N:19]([C:23]5[N:24]=[CH:25][C:26]([C:29]6[CH:30]=[N:31][N:32]([CH2:34][CH2:35][OH:36])[CH:33]=6)=[CH:27][N:28]=5)[CH2:20][CH2:21][O:22]4)[N:14]=[N:15][C:10]3=[N:9][CH:8]=2)[CH:4]=[N:3]1. (2) Given the reactants [CH2:1]([O:8][C:9](=[O:14])[NH:10][CH2:11][CH2:12][OH:13])[C:2]1[CH:7]=[CH:6][CH:5]=[CH:4][CH:3]=1.C(N(CC)C(C)C)(C)C, predict the reaction product. The product is: [CH2:1]([O:8][C:9](=[O:14])[NH:10][CH2:11][CH:12]=[O:13])[C:2]1[CH:7]=[CH:6][CH:5]=[CH:4][CH:3]=1. (3) Given the reactants [CH3:1][O:2][C:3]1[CH:20]=[CH:19][C:6]([C:7]([CH:9]2[CH2:14][CH2:13][N:12]([CH2:15][C:16]([OH:18])=O)[CH2:11][CH2:10]2)=[O:8])=[CH:5][CH:4]=1.[CH3:21][O:22][CH2:23][CH2:24][NH:25][CH2:26][C:27]1[NH:28][C:29](=[O:37])[C:30]2[CH2:36][O:35][CH2:34][CH2:33][C:31]=2[N:32]=1, predict the reaction product. The product is: [CH3:1][O:2][C:3]1[CH:4]=[CH:5][C:6]([C:7]([CH:9]2[CH2:10][CH2:11][N:12]([CH2:15][C:16]([N:25]([CH2:24][CH2:23][O:22][CH3:21])[CH2:26][C:27]3[NH:28][C:29](=[O:37])[C:30]4[CH2:36][O:35][CH2:34][CH2:33][C:31]=4[N:32]=3)=[O:18])[CH2:13][CH2:14]2)=[O:8])=[CH:19][CH:20]=1. (4) The product is: [Br:1][C:2]1[N:3]=[CH:4][N:5]([CH2:7][CH2:8][Br:30])[CH:6]=1. Given the reactants [Br:1][C:2]1[N:3]=[CH:4][N:5]([CH2:7][CH2:8]OC(C2C=CC=CC=2)(C2C=CC=CC=2)C2C=CC=CC=2)[CH:6]=1.Cl.[Br:30]C1N=CN(CCO)C=1.C1(P(C2C=CC=CC=2)C2C=CC=CC=2)C=CC=CC=1.BrN1C(=O)CCC1=O, predict the reaction product. (5) Given the reactants [ClH:1].[F:2][C:3]1[CH:4]=[C:5]([NH:29][C:30](=[O:42])[CH2:31][C:32]([NH:34][C:35]2C=CC(F)=[CH:37][CH:36]=2)=O)[CH:6]=[CH:7][C:8]=1[O:9][C:10]1[C:15]2=[C:16]([CH3:28])[C:17]([O:19][CH2:20][CH2:21][N:22]3[CH2:27][CH2:26]O[CH2:24][CH2:23]3)=[CH:18][N:14]2[N:13]=[CH:12][N:11]=1.Cl.Cl.FC1C=C(NC(NC(=O)CC2C=CC(F)=CC=2)=S)C=CC=1O[C:53]1C2=C(C)C(OCCN3CCN(C)CC3)=CN2N=C[N:54]=1.Cl, predict the reaction product. The product is: [ClH:1].[ClH:1].[ClH:1].[F:2][C:3]1[CH:4]=[C:5]([NH:29][C:30](=[O:42])[C:31]2[CH:37]=[CH:36][CH:35]=[N:34][CH:32]=2)[CH:6]=[CH:7][C:8]=1[O:9][C:10]1[C:15]2=[C:16]([CH3:28])[C:17]([O:19][CH2:20][CH2:21][N:22]3[CH2:27][CH2:26][N:54]([CH3:53])[CH2:24][CH2:23]3)=[CH:18][N:14]2[N:13]=[CH:12][N:11]=1. (6) The product is: [Br:16][C:17]1[CH:22]=[C:21]([C:23]([F:26])([F:25])[F:24])[C:20]2[CH2:27][O:28][C@@H:29]3[C@H:33]([C:19]=2[CH:18]=1)[CH2:32][N:31]([C:9]([O:11][C:12]([CH3:13])([CH3:14])[CH3:15])=[O:10])[CH2:30]3. Given the reactants [C:9](O[C:9]([O:11][C:12]([CH3:15])([CH3:14])[CH3:13])=[O:10])([O:11][C:12]([CH3:15])([CH3:14])[CH3:13])=[O:10].[Br:16][C:17]1[CH:22]=[C:21]([C:23]([F:26])([F:25])[F:24])[C:20]2[CH2:27][O:28][C@@H:29]3[C@H:33]([C:19]=2[CH:18]=1)[CH2:32][NH:31][CH2:30]3.C([O-])(O)=O.[Na+].O, predict the reaction product.